This data is from Full USPTO retrosynthesis dataset with 1.9M reactions from patents (1976-2016). The task is: Predict the reactants needed to synthesize the given product. Given the product [Si:1]([O:8][CH:9]([CH:15]1[CH2:16][C:17]2[C:22](=[CH:21][CH:20]=[CH:19][CH:18]=2)[CH2:23]1)[C:10]1[O:11][C:12]([Sn:29]([CH2:34][CH2:35][CH2:36][CH3:37])([CH2:38][CH2:39][CH2:40][CH3:41])[CH2:30][CH2:31][CH2:32][CH3:33])=[CH:13][N:14]=1)([C:4]([CH3:7])([CH3:5])[CH3:6])([CH3:3])[CH3:2], predict the reactants needed to synthesize it. The reactants are: [Si:1]([O:8][CH:9]([CH:15]1[CH2:23][C:22]2[C:17](=[CH:18][CH:19]=[CH:20][CH:21]=2)[CH2:16]1)[C:10]1[O:11][CH:12]=[CH:13][N:14]=1)([C:4]([CH3:7])([CH3:6])[CH3:5])([CH3:3])[CH3:2].[Li]CCCC.[Sn:29](Cl)([CH2:38][CH2:39][CH2:40][CH3:41])([CH2:34][CH2:35][CH2:36][CH3:37])[CH2:30][CH2:31][CH2:32][CH3:33].